This data is from Forward reaction prediction with 1.9M reactions from USPTO patents (1976-2016). The task is: Predict the product of the given reaction. (1) Given the reactants [Cl:1][C:2]1[CH:29]=[CH:28][C:5]([CH2:6][N:7]2[C:15]3[C:10](=[CH:11][C:12]([C:16]([F:19])([F:18])[F:17])=[CH:13][CH:14]=3)[C:9](SC3C=CC=CC=3)=[C:8]2[CH3:27])=[CH:4][CH:3]=1.SC1C=CC=CC=1C(O)=O, predict the reaction product. The product is: [Cl:1][C:2]1[CH:3]=[CH:4][C:5]([CH2:6][N:7]2[C:15]3[C:10](=[CH:11][C:12]([C:16]([F:19])([F:17])[F:18])=[CH:13][CH:14]=3)[CH:9]=[C:8]2[CH3:27])=[CH:28][CH:29]=1. (2) The product is: [Cl:1][C:2]1[CH:3]=[C:4]([C:10]2[CH:11]=[C:12]([CH2:21][N:31]3[CH2:32][CH2:33][N:28]([CH3:27])[CH2:29][CH2:30]3)[C:13](=[O:20])[N:14]([CH2:16][CH:17]([CH3:18])[CH3:19])[N:15]=2)[CH:5]=[CH:6][C:7]=1[O:8][CH3:9]. Given the reactants [Cl:1][C:2]1[CH:3]=[C:4]([C:10]2[CH:11]=[C:12]([CH2:21]OS(C)(=O)=O)[C:13](=[O:20])[N:14]([CH2:16][CH:17]([CH3:19])[CH3:18])[N:15]=2)[CH:5]=[CH:6][C:7]=1[O:8][CH3:9].[CH3:27][N:28]1[CH2:33][CH2:32][NH:31][CH2:30][CH2:29]1, predict the reaction product.